Dataset: Forward reaction prediction with 1.9M reactions from USPTO patents (1976-2016). Task: Predict the product of the given reaction. (1) Given the reactants [F:1][C:2]1[N:7]=[C:6]([N:8]2[CH2:13][CH2:12][N:11](C(OC(C)(C)C)=O)[CH2:10][CH2:9]2)[CH:5]=[C:4]([CH3:21])[CH:3]=1.C(Cl)[Cl:23], predict the reaction product. The product is: [ClH:23].[F:1][C:2]1[N:7]=[C:6]([N:8]2[CH2:13][CH2:12][NH:11][CH2:10][CH2:9]2)[CH:5]=[C:4]([CH3:21])[CH:3]=1. (2) Given the reactants C(Cl)(=O)C(Cl)=O.[Cl:7][C:8]1[CH:13]=[CH:12][C:11]([C:14]2[S:18][C:17]([C:19]([OH:21])=O)=[CH:16][CH:15]=2)=[CH:10][CH:9]=1.[C:22]([O:26][C:27]([N:29]1[C:37]2[C:32](=[CH:33][CH:34]=[C:35]([NH2:38])[CH:36]=2)[C:31]([N:39]([C:48]([O:50][C:51]([CH3:54])([CH3:53])[CH3:52])=[O:49])[CH2:40][CH2:41][N:42]2[CH2:47][CH2:46][CH2:45][CH2:44][CH2:43]2)=[N:30]1)=[O:28])([CH3:25])([CH3:24])[CH3:23], predict the reaction product. The product is: [C:22]([O:26][C:27]([N:29]1[CH:37]2[CH:32]([CH:33]=[CH:34][C:35]([NH:38][C:19]([C:17]3[S:18][C:14]([C:11]4[CH:10]=[CH:9][C:8]([Cl:7])=[CH:13][CH:12]=4)=[CH:15][CH:16]=3)=[O:21])=[CH:36]2)[C:31]([N:39]([C:48]([O:50][C:51]([CH3:54])([CH3:53])[CH3:52])=[O:49])[CH2:40][CH2:41][N:42]2[CH2:43][CH2:44][CH2:45][CH2:46][CH2:47]2)=[N:30]1)=[O:28])([CH3:25])([CH3:24])[CH3:23].